From a dataset of Reaction yield outcomes from USPTO patents with 853,638 reactions. Predict the reaction yield, written as a fraction of the theoretical maximum amount of product (1.0 means a 100% yield; for example, 0.34 means a 34% yield). (1) The reactants are [CH3:1][O:2][C:3]1[CH:4]=[C:5]([CH:9]=[CH:10][CH:11]=1)C[Mg]Br.[Cl:12][C:13]1[CH:28]=[CH:27][C:16]([CH2:17][N:18]2[C:23](=[O:24])[CH:22]=[CH:21][C:20]([CH:25]=[O:26])=[CH:19]2)=[CH:15][CH:14]=1. The catalyst is C1COCC1. The product is [Cl:12][C:13]1[CH:14]=[CH:15][C:16]([CH2:17][N:18]2[CH:19]=[C:20]([CH:25]([OH:26])[C:10]3[CH:9]=[CH:5][CH:4]=[C:3]([O:2][CH3:1])[CH:11]=3)[CH:21]=[CH:22][C:23]2=[O:24])=[CH:27][CH:28]=1. The yield is 0.640. (2) The reactants are [CH3:1][CH2:2][O:3][C:4]([CH2:6][C:7]([CH2:9][C:10]([O:12][CH2:13][CH3:14])=[O:11])=[O:8])=[O:5].ClCCl.[CH2:18](O)[CH2:19][OH:20].B(F)(F)F.CCOCC. The catalyst is O. The product is [O:8]1[CH2:18][CH2:19][O:20][C:7]1([CH2:6][C:4]([O:3][CH2:2][CH3:1])=[O:5])[CH2:9][C:10]([O:12][CH2:13][CH3:14])=[O:11]. The yield is 0.920. (3) The reactants are Br[C:2]1[CH:11]=[CH:10][C:5]2[NH:6][C:7](=[O:9])[O:8][C:4]=2[CH:3]=1.[Cu][C:13]#[N:14].[C-]#N.[Na+]. The catalyst is CN(C=O)C.O. The product is [O:9]=[C:7]1[NH:6][C:5]2[CH:10]=[CH:11][C:2]([C:13]#[N:14])=[CH:3][C:4]=2[O:8]1. The yield is 0.930. (4) The reactants are FC1C=C(F)C=CC=1C1C=C(CO)C(=O)N(CC(C)C)N=1.[F:22][C:23]1[CH:24]=[C:25]([C:31]2[CH:32]=[C:33]([C:38]([O:40][CH3:41])=[O:39])[C:34](=[O:37])[NH:35][N:36]=2)[CH:26]=[CH:27][C:28]=1[O:29][CH3:30].[Cl:42][C:43]1[CH:50]=[CH:49][C:46]([CH2:47]Cl)=[CH:45][CH:44]=1. No catalyst specified. The product is [Cl:42][C:43]1[CH:50]=[CH:49][C:46]([CH2:47][N:35]2[C:34](=[O:37])[C:33]([C:38]([O:40][CH3:41])=[O:39])=[CH:32][C:31]([C:25]3[CH:26]=[CH:27][C:28]([O:29][CH3:30])=[C:23]([F:22])[CH:24]=3)=[N:36]2)=[CH:45][CH:44]=1. The yield is 0.976. (5) The reactants are [N:1]1([C:7]2[S:8][C:9]3[C:10](=[O:21])[NH:11][CH2:12][CH:13]=[C:14]([Sn](C)(C)C)[C:15]=3[N:16]=2)[CH2:6][CH2:5][O:4][CH2:3][CH2:2]1.[CH3:22][O:23][C:24](=[O:33])[C:25]1[CH:30]=[C:29]([Cl:31])[CH:28]=[CH:27][C:26]=1Br.[F-].[Cs+]. The catalyst is CN(C=O)C.[Cu]I. The product is [Cl:31][C:29]1[CH:28]=[CH:27][C:26]([C:14]2[C:15]3[N:16]=[C:7]([N:1]4[CH2:6][CH2:5][O:4][CH2:3][CH2:2]4)[S:8][C:9]=3[C:10](=[O:21])[NH:11][CH2:12][CH:13]=2)=[C:25]([CH:30]=1)[C:24]([O:23][CH3:22])=[O:33]. The yield is 0.800. (6) The yield is 0.430. The reactants are [C:1]([O:9][C@H:10]1[CH2:15][CH2:14][CH2:13][C@@H:12]([O:16]CC2C=CC=CC=2)[C@@H:11]1[C:24]1[N:28]([CH3:29])[N:27]=[CH:26][CH:25]=1)(=[O:8])[C:2]1[CH:7]=[CH:6][CH:5]=[CH:4][CH:3]=1. The catalyst is [C].[Pd].C(O)C. The product is [C:1]([O:9][C@H:10]1[CH2:15][CH2:14][CH2:13][C@@H:12]([OH:16])[C@@H:11]1[C:24]1[N:28]([CH3:29])[N:27]=[CH:26][CH:25]=1)(=[O:8])[C:2]1[CH:3]=[CH:4][CH:5]=[CH:6][CH:7]=1.